From a dataset of Peptide-MHC class I binding affinity with 185,985 pairs from IEDB/IMGT. Regression. Given a peptide amino acid sequence and an MHC pseudo amino acid sequence, predict their binding affinity value. This is MHC class I binding data. (1) The peptide sequence is YLPEVISTI. The MHC is HLA-B07:02 with pseudo-sequence HLA-B07:02. The binding affinity (normalized) is 0. (2) The peptide sequence is RIDPFRAAK. The MHC is HLA-A03:01 with pseudo-sequence HLA-A03:01. The binding affinity (normalized) is 0.455. (3) The peptide sequence is HANNSTDTV. The MHC is HLA-A02:06 with pseudo-sequence HLA-A02:06. The binding affinity (normalized) is 0. (4) The peptide sequence is EITELVVEYM. The MHC is HLA-A02:01 with pseudo-sequence HLA-A02:01. The binding affinity (normalized) is 0.0315. (5) The peptide sequence is IKYFFNPL. The MHC is H-2-Db with pseudo-sequence H-2-Db. The binding affinity (normalized) is 0.145. (6) The peptide sequence is SSSLTSLLK. The MHC is HLA-A33:01 with pseudo-sequence HLA-A33:01. The binding affinity (normalized) is 0.0173. (7) The binding affinity (normalized) is 0.0847. The MHC is HLA-A02:12 with pseudo-sequence HLA-A02:12. The peptide sequence is RTADIGACM. (8) The peptide sequence is ISHNFCNL. The MHC is Mamu-A02 with pseudo-sequence Mamu-A02. The binding affinity (normalized) is 0.550. (9) The peptide sequence is AASCGGAVF. The MHC is HLA-A24:02 with pseudo-sequence HLA-A24:02. The binding affinity (normalized) is 0.0658. (10) The peptide sequence is SLYASSPGGV. The MHC is HLA-A02:01 with pseudo-sequence HLA-A02:01. The binding affinity (normalized) is 0.926.